Predict which catalyst facilitates the given reaction. From a dataset of Catalyst prediction with 721,799 reactions and 888 catalyst types from USPTO. Reactant: [Br:1][C:2]1[CH:10]=[CH:9][C:5]([C:6]([OH:8])=O)=[C:4]([F:11])[CH:3]=1.C(Cl)CCl.[NH:16]1[CH2:21][CH2:20][O:19][CH2:18][CH2:17]1. Product: [Br:1][C:2]1[CH:10]=[CH:9][C:5]([C:6]([N:16]2[CH2:21][CH2:20][O:19][CH2:18][CH2:17]2)=[O:8])=[C:4]([F:11])[CH:3]=1. The catalyst class is: 4.